The task is: Predict the reaction yield, written as a fraction of the theoretical maximum amount of product (1.0 means a 100% yield; for example, 0.34 means a 34% yield).. This data is from Reaction yield outcomes from USPTO patents with 853,638 reactions. (1) The yield is 0.780. The catalyst is C1(C)C=CC=CC=1. The reactants are [C:1]([O:4][C:5]1[CH:6]=[C:7]2[C:12](=[CH:13][C:14]=1[O:15][CH3:16])[N:11]=[CH:10][NH:9][C:8]2=O)(=[O:3])[CH3:2].C(N(C(C)C)C(C)C)C.P(Cl)(Cl)([Cl:29])=O.[Cl:32][C:33]1[C:34]([F:40])=[C:35]([CH:37]=[CH:38][CH:39]=1)[NH2:36]. The product is [ClH:29].[C:1]([O:4][C:5]1[CH:6]=[C:7]2[C:12](=[CH:13][C:14]=1[O:15][CH3:16])[N:11]=[CH:10][N:9]=[C:8]2[NH:36][C:35]1[CH:37]=[CH:38][CH:39]=[C:33]([Cl:32])[C:34]=1[F:40])(=[O:3])[CH3:2]. (2) The reactants are [F:1][C:2]([F:16])([F:15])[C:3]1[N:7]2[CH2:8][CH2:9][CH:10]([C:12](O)=[O:13])[CH2:11][C:6]2=[N:5][N:4]=1.C(Cl)(C(Cl)=O)=O.Cl.ClC1C(CN)=[N:27]C=CN=1.CCN(C(C)C)C(C)C. The catalyst is C1COCC1.CN(C=O)C. The product is [F:1][C:2]([F:16])([F:15])[C:3]1[N:7]2[CH2:8][CH2:9][CH:10]([C:12]([NH2:27])=[O:13])[CH2:11][C:6]2=[N:5][N:4]=1. The yield is 0.320. (3) The reactants are C(OC([N:8]1[C:12]([NH:13][C:14](=[O:30])[CH:15]([CH3:29])[CH2:16][CH2:17][CH2:18][N:19]2[CH2:25][CH2:24][CH2:23][N:22]([C:26](=[O:28])[CH3:27])[CH2:21][CH2:20]2)=[CH:11][C:10]([C:31]2[CH:36]=[CH:35][C:34]([O:37][CH3:38])=[CH:33][CH:32]=2)=[N:9]1)=O)(C)(C)C.Cl.O1CCOCC1.C([O-])(O)=O.[Na+]. The catalyst is C(Cl)Cl. The product is [CH3:38][O:37][C:34]1[CH:33]=[CH:32][C:31]([C:10]2[CH:11]=[C:12]([NH:13][C:14](=[O:30])[CH:15]([CH3:29])[CH2:16][CH2:17][CH2:18][N:19]3[CH2:25][CH2:24][CH2:23][N:22]([C:26](=[O:28])[CH3:27])[CH2:21][CH2:20]3)[NH:8][N:9]=2)=[CH:36][CH:35]=1. The yield is 0.820. (4) The reactants are [CH2:1]([CH:8]1[CH2:12][O:11][C:10](=[O:13])[N:9]1[C:14](=[O:40])[CH2:15][C:16]1[CH:17]=[C:18]([C:30]2[CH:35]=[CH:34][C:33]([C:36]([F:39])([F:38])[F:37])=[CH:32][CH:31]=2)[CH:19]=[C:20]([O:22][CH2:23][C:24]2[CH:29]=[CH:28][CH:27]=[CH:26][CH:25]=2)[CH:21]=1)[C:2]1[CH:7]=[CH:6][CH:5]=[CH:4][CH:3]=1.C[Si]([N-][Si](C)(C)C)(C)C.[Na+].Br[CH2:52][C:53]([CH3:55])=[CH2:54]. The catalyst is C1COCC1. The product is [CH2:1]([CH:8]1[CH2:12][O:11][C:10](=[O:13])[N:9]1[C:14](=[O:40])[CH:15]([C:16]1[CH:17]=[C:18]([C:30]2[CH:31]=[CH:32][C:33]([C:36]([F:38])([F:39])[F:37])=[CH:34][CH:35]=2)[CH:19]=[C:20]([O:22][CH2:23][C:24]2[CH:29]=[CH:28][CH:27]=[CH:26][CH:25]=2)[CH:21]=1)[CH2:54][C:53]([CH3:55])=[CH2:52])[C:2]1[CH:3]=[CH:4][CH:5]=[CH:6][CH:7]=1. The yield is 0.950. (5) The reactants are [F:1][C:2]1[C:7]([F:8])=[CH:6][N:5]=[C:4]2[NH:9][CH:10]=[C:11]([N+:12]([O-])=O)[C:3]=12.[OH-].[Na+]. The catalyst is Cl. The product is [F:1][C:2]1[C:7]([F:8])=[CH:6][N:5]=[C:4]2[NH:9][CH:10]=[C:11]([NH2:12])[C:3]=12. The yield is 0.810.